From a dataset of Forward reaction prediction with 1.9M reactions from USPTO patents (1976-2016). Predict the product of the given reaction. (1) Given the reactants [Cl:1][C:2]1[CH:7]=[CH:6][C:5]([S:8]([N:11]([CH2:21][C:22]2[CH:30]=[CH:29][C:25]([C:26]([OH:28])=O)=[CH:24][CH:23]=2)[C@H:12]([C:15]2[CH:20]=[CH:19][CH:18]=[CH:17][CH:16]=2)[CH2:13][CH3:14])(=[O:10])=[O:9])=[CH:4][CH:3]=1.[CH3:31][O:32][CH2:33][CH2:34][CH2:35][NH2:36], predict the reaction product. The product is: [Cl:1][C:2]1[CH:3]=[CH:4][C:5]([S:8]([N:11]([CH2:21][C:22]2[CH:30]=[CH:29][C:25]([C:26]([NH:36][CH2:35][CH2:34][CH2:33][O:32][CH3:31])=[O:28])=[CH:24][CH:23]=2)[C@H:12]([C:15]2[CH:16]=[CH:17][CH:18]=[CH:19][CH:20]=2)[CH2:13][CH3:14])(=[O:10])=[O:9])=[CH:6][CH:7]=1. (2) Given the reactants [CH:1]1([N:5]2[CH2:10][CH2:9][C:8]3([CH2:15][CH2:14][NH:13][CH2:12][CH2:11]3)[CH2:7][CH2:6]2)[CH2:4][CH2:3][CH2:2]1.F[C:17]1[CH:22]=[CH:21][C:20]([C:23](=[O:25])[CH3:24])=[CH:19][CH:18]=1.C(=O)([O-])[O-].[K+].[K+].O, predict the reaction product. The product is: [CH:1]1([N:5]2[CH2:6][CH2:7][C:8]3([CH2:15][CH2:14][N:13]([C:17]4[CH:22]=[CH:21][C:20]([C:23](=[O:25])[CH3:24])=[CH:19][CH:18]=4)[CH2:12][CH2:11]3)[CH2:9][CH2:10]2)[CH2:4][CH2:3][CH2:2]1. (3) Given the reactants B(Br)(Br)Br.[Cl:5][C:6]1[CH:35]=[CH:34][C:9]([CH2:10][C:11]2[N:12]=[C:13]([O:30][CH2:31][CH2:32][CH3:33])[C:14]3[N:19]=[C:18]([C:20]4[CH:25]=[C:24]([CH3:26])[C:23]([O:27]C)=[C:22]([CH3:29])[CH:21]=4)[O:17][C:15]=3[N:16]=2)=[CH:8][CH:7]=1.C(=O)([O-])O.[Na+], predict the reaction product. The product is: [Cl:5][C:6]1[CH:35]=[CH:34][C:9]([CH2:10][C:11]2[N:12]=[C:13]([O:30][CH2:31][CH2:32][CH3:33])[C:14]3[N:19]=[C:18]([C:20]4[CH:21]=[C:22]([CH3:29])[C:23]([OH:27])=[C:24]([CH3:26])[CH:25]=4)[O:17][C:15]=3[N:16]=2)=[CH:8][CH:7]=1. (4) Given the reactants [CH2:13]([Sn]([CH2:13][CH2:14][CH2:15][CH3:16])([CH2:13][CH2:14][CH2:15][CH3:16])C#CC)[CH2:14][CH2:15][CH3:16].[C@@H:17]1([N:25]2[CH:29]=C(I)[CH:27]=[C:26]2[N+:31]([O-:33])=[O:32])[O:22][C@H:21]([CH2:23][OH:24])[C@@H:19]([OH:20])[CH2:18]1, predict the reaction product. The product is: [C@@H:17]1([N:25]2[CH:29]=[C:13]([C:14]#[C:15][CH3:16])[CH:27]=[C:26]2[N+:31]([O-:33])=[O:32])[O:22][C@H:21]([CH2:23][OH:24])[C@@H:19]([OH:20])[CH2:18]1. (5) Given the reactants [OH:1][C@@H:2]1[CH2:6][CH2:5][NH:4][CH2:3]1.[C:7]([O:11][C:12](=[O:22])[NH:13][C:14]1[CH:19]=[CH:18][C:17]([CH2:20]Br)=[CH:16][N:15]=1)([CH3:10])([CH3:9])[CH3:8].C([O-])([O-])=O.[Cs+].[Cs+], predict the reaction product. The product is: [C:7]([O:11][C:12](=[O:22])[NH:13][C:14]1[CH:19]=[CH:18][C:17]([CH2:20][N:4]2[CH2:5][CH2:6][C@@H:2]([OH:1])[CH2:3]2)=[CH:16][N:15]=1)([CH3:10])([CH3:9])[CH3:8]. (6) Given the reactants [C:1]1([C:7]2[N:12]=[CH:11][C:10]([CH:13]([OH:15])[CH3:14])=[CH:9][CH:8]=2)[CH:6]=[CH:5][CH:4]=[CH:3][CH:2]=1.[CH:16]1[N:20]=[CH:19][N:18]([C:21](N2C=NC=C2)=[O:22])[CH:17]=1, predict the reaction product. The product is: [N:18]1([C:21]([O:15][CH:13]([C:10]2[CH:11]=[N:12][C:7]([C:1]3[CH:6]=[CH:5][CH:4]=[CH:3][CH:2]=3)=[CH:8][CH:9]=2)[CH3:14])=[O:22])[CH:17]=[CH:16][N:20]=[CH:19]1. (7) Given the reactants [CH3:1][C:2]1([CH3:9])[O:6][C@H:5]([CH2:7][OH:8])[CH2:4][O:3]1.[H-].[Na+].Cl[C:13]1[CH:18]=[CH:17][N+:16]([O-:19])=[C:15]([CH3:20])[C:14]=1[CH3:21], predict the reaction product. The product is: [CH3:1][C:2]1([CH3:9])[O:6][C@H:5]([CH2:7][O:8][C:13]2[CH:18]=[CH:17][N+:16]([O-:19])=[C:15]([CH3:20])[C:14]=2[CH3:21])[CH2:4][O:3]1. (8) Given the reactants Br[C:2]1[CH:23]=[CH:22][C:5]2[C:6]3[N:7]=[C:8]([N:14]4[C:18]([CH:19]([CH3:21])[CH3:20])=[N:17][CH:16]=[N:15]4)[S:9][C:10]=3[CH2:11][CH2:12][O:13][C:4]=2[CH:3]=1.CC1(C)C(C)(C)OB([C:32]2[CH:33]=[N:34][NH:35][CH:36]=2)O1.C(=O)([O-])[O-].[Na+].[Na+], predict the reaction product. The product is: [CH:19]([C:18]1[N:14]([C:8]2[S:9][C:10]3[CH2:11][CH2:12][O:13][C:4]4[CH:3]=[C:2]([C:32]5[CH:33]=[N:34][NH:35][CH:36]=5)[CH:23]=[CH:22][C:5]=4[C:6]=3[N:7]=2)[N:15]=[CH:16][N:17]=1)([CH3:21])[CH3:20]. (9) Given the reactants [CH2:1]([C:8]1[N:9]=[N:10][C:11]([C:16]2[CH2:17][CH2:18][NH:19][CH2:20][CH:21]=2)=[C:12]([CH3:15])[C:13]=1[CH3:14])[C:2]1[CH:7]=[CH:6][CH:5]=[CH:4][CH:3]=1.[CH3:22][O:23][C:24]([C:26]1[CH:31]=[N:30][C:29](Cl)=[CH:28][N:27]=1)=[O:25], predict the reaction product. The product is: [CH2:1]([C:8]1[N:9]=[N:10][C:11]([C:16]2[CH2:17][CH2:18][N:19]([C:29]3[N:30]=[CH:31][C:26]([C:24]([O:23][CH3:22])=[O:25])=[N:27][CH:28]=3)[CH2:20][CH:21]=2)=[C:12]([CH3:15])[C:13]=1[CH3:14])[C:2]1[CH:7]=[CH:6][CH:5]=[CH:4][CH:3]=1.